Dataset: Catalyst prediction with 721,799 reactions and 888 catalyst types from USPTO. Task: Predict which catalyst facilitates the given reaction. Reactant: [Cl:1][C:2]1[C:3](=[O:25])[N:4](C2CCCCO2)[N:5]=[CH:6][C:7]=1[O:8][C:9]1[CH:14]=[CH:13][CH:12]=[CH:11][C:10]=1[C:15]([F:18])([F:17])[F:16].Cl. Product: [Cl:1][C:2]1[C:3](=[O:25])[NH:4][N:5]=[CH:6][C:7]=1[O:8][C:9]1[CH:14]=[CH:13][CH:12]=[CH:11][C:10]=1[C:15]([F:17])([F:18])[F:16]. The catalyst class is: 24.